From a dataset of Reaction yield outcomes from USPTO patents with 853,638 reactions. Predict the reaction yield, written as a fraction of the theoretical maximum amount of product (1.0 means a 100% yield; for example, 0.34 means a 34% yield). (1) The reactants are [CH3:1][C:2]1[O:3][C:4]([C:7]2[CH:12]=[CH:11][C:10]([O:13][C:14]([F:17])([F:16])[F:15])=[CH:9][CH:8]=2)=[CH:5][N:6]=1.[Br:18]Br. The catalyst is C(Cl)(Cl)Cl.C(Cl)Cl. The product is [Br:18][C:5]1[N:6]=[C:2]([CH3:1])[O:3][C:4]=1[C:7]1[CH:8]=[CH:9][C:10]([O:13][C:14]([F:17])([F:15])[F:16])=[CH:11][CH:12]=1. The yield is 0.494. (2) The reactants are C(N(CC)CC)C.C(O)=O.[C:11]([C:13]1[CH:44]=[CH:43][C:16]([CH2:17][C:18]([CH2:31][CH2:32][C:33]2[CH:38]=[CH:37][C:36]([C:39]([O:41][CH3:42])=[O:40])=[CH:35][CH:34]=2)(C(OCC=C)=O)[C:19]([O:21]CC=C)=[O:20])=[CH:15][CH:14]=1)#[N:12].C1(P(C2C=CC=CC=2)C2C=CC=CC=2)C=CC=CC=1. The catalyst is O1CCOCC1.C([O-])(=O)C.[Pd+2].C([O-])(=O)C. The product is [C:19]([CH:18]([CH2:17][C:16]1[CH:15]=[CH:14][C:13]([C:11]#[N:12])=[CH:44][CH:43]=1)[CH2:31][CH2:32][C:33]1[CH:38]=[CH:37][C:36]([C:39]([O:41][CH3:42])=[O:40])=[CH:35][CH:34]=1)([OH:21])=[O:20]. The yield is 0.890. (3) The reactants are [NH2:1][C:2]1[CH:3]=[C:4]2[C:9](=[CH:10][CH:11]=1)[N:8]=[CH:7][C:6]([C:12]#[N:13])=[C:5]2[NH:14][C:15]1[CH:20]=[CH:19][C:18]([F:21])=[C:17]([Cl:22])[CH:16]=1.[NH:23]1[C:31]2[C:26](=[CH:27][CH:28]=[CH:29][CH:30]=2)[CH:25]=[C:24]1[CH:32]=O.[BH3-]C#N.[Na+]. The catalyst is CCO. The product is [NH:23]1[C:31]2[C:26](=[CH:27][CH:28]=[CH:29][CH:30]=2)[CH:25]=[C:24]1[CH2:32][NH:1][C:2]1[CH:3]=[C:4]2[C:9](=[CH:10][CH:11]=1)[N:8]=[CH:7][C:6]([C:12]#[N:13])=[C:5]2[NH:14][C:15]1[CH:20]=[CH:19][C:18]([F:21])=[C:17]([Cl:22])[CH:16]=1. The yield is 0.540. (4) The reactants are [Cl:1][C:2]1[N:3]=[C:4]([C:9]([NH:11][C@H:12]2[CH2:17][CH2:16][N:15]([C:18](OC(C)(C)C)=[O:19])[CH2:14][C@H:13]2[O:25][CH3:26])=[O:10])[NH:5][C:6]=1[CH2:7][CH3:8].Cl.C(OCC)(=O)C.C(N(C(C)C)CC)(C)C. The catalyst is CO. The product is [Cl:1][C:2]1[N:3]=[C:4]([C:9]([NH:11][C@H:12]2[CH2:17][CH2:16][N:15]([CH:18]=[O:19])[CH2:14][C@H:13]2[O:25][CH3:26])=[O:10])[NH:5][C:6]=1[CH2:7][CH3:8]. The yield is 0.270.